This data is from Full USPTO retrosynthesis dataset with 1.9M reactions from patents (1976-2016). The task is: Predict the reactants needed to synthesize the given product. (1) Given the product [CH2:1]([NH:8][C:9]1[N:17]=[C:16]([O:18][CH2:19][CH2:20][CH2:21][CH3:22])[N:15]=[C:14]2[C:10]=1[N:11]=[C:12]([Br:34])[N:13]2[CH:23]1[CH2:28][CH2:27][CH2:26][CH2:25][O:24]1)[C:2]1[CH:3]=[CH:4][CH:5]=[CH:6][CH:7]=1, predict the reactants needed to synthesize it. The reactants are: [CH2:1]([NH:8][C:9]1[N:17]=[C:16]([O:18][CH2:19][CH2:20][CH2:21][CH3:22])[N:15]=[C:14]2[C:10]=1[N:11]=[CH:12][N:13]2[CH:23]1[CH2:28][CH2:27][CH2:26][CH2:25][O:24]1)[C:2]1[CH:7]=[CH:6][CH:5]=[CH:4][CH:3]=1.C([O-])(=O)C.[Na+].[Br:34]Br.S([O-])([O-])(=O)=S.[Na+].[Na+]. (2) The reactants are: O[CH:2]=[CH:3][C:4](=O)[C:5]([O:9]C)(OC)[CH3:6].[Na].S([O-])(OC)(=O)=O.S(O)(O)(=O)=O.C[NH:25][C:26](=[NH:28])[SH:27].[C:29](=O)([O-])[O-].[Na+].[Na+]. Given the product [CH3:29][S:27][C:26]1[N:28]=[C:4]([C:5](=[O:9])[CH3:6])[CH:3]=[CH:2][N:25]=1, predict the reactants needed to synthesize it. (3) Given the product [ClH:1].[F:13][C:10]([F:11])([F:12])[C:8]1[CH:7]=[C:6]([C@H:14]([N:16]([CH3:34])[C:17](=[O:33])[CH2:18][C:19]([C:26]2[CH:27]=[CH:28][C:29]([F:32])=[CH:30][CH:31]=2)=[C:20]2[CH2:21][CH2:22][NH:23][CH2:24][CH2:25]2)[CH3:15])[CH:5]=[C:4]([C:3]([F:35])([F:36])[F:2])[CH:9]=1, predict the reactants needed to synthesize it. The reactants are: [ClH:1].[F:2][C:3]([F:36])([F:35])[C:4]1[CH:5]=[C:6]([C@H:14]([N:16]([CH3:34])[C:17](=[O:33])[CH2:18][C:19]([C:26]2[CH:31]=[CH:30][C:29]([F:32])=[CH:28][CH:27]=2)=[C:20]2[CH2:25][CH2:24][NH:23][CH2:22][CH2:21]2)[CH3:15])[CH:7]=[C:8]([C:10]([F:13])([F:12])[F:11])[CH:9]=1. (4) Given the product [Cl:1][C:2]1[N:7]=[CH:6][C:5]([CH:8]([C:15]2[CH:20]=[CH:19][CH:18]=[CH:17][CH:16]=2)[C:9]([CH3:14])([CH3:13])[C:10]([NH:38][C:34]2[S:33][CH:37]=[N:36][N:35]=2)=[O:11])=[CH:4][CH:3]=1, predict the reactants needed to synthesize it. The reactants are: [Cl:1][C:2]1[N:7]=[CH:6][C:5]([CH:8]([C:15]2[CH:20]=[CH:19][CH:18]=[CH:17][CH:16]=2)[C:9]([CH3:14])([CH3:13])[C:10](O)=[O:11])=[CH:4][CH:3]=1.Cl.CN(C)CCCN=C=NCC.[S:33]1[CH:37]=[N:36][N:35]=[C:34]1[NH2:38].C(N(C(C)C)CC)(C)C. (5) Given the product [F:1][C:2]([F:7])([F:6])[C:3]([OH:5])=[O:4].[NH2:14][CH2:15][CH2:16][N:17]1[CH:21]=[CH:20][NH:19][C:18]1=[O:22], predict the reactants needed to synthesize it. The reactants are: [F:1][C:2]([F:7])([F:6])[C:3]([OH:5])=[O:4].C(OC(=O)[NH:14][CH2:15][CH2:16][N:17]1[CH:21]=[CH:20][NH:19][C:18]1=[O:22])(C)(C)C. (6) Given the product [Br:20][C:17]1[CH:18]=[CH:19][C:14]([C:12]2[N:1]=[C:2]3[C:7]([Cl:8])=[CH:6][C:5]([Cl:9])=[CH:4][N:3]3[CH:11]=2)=[CH:15][CH:16]=1, predict the reactants needed to synthesize it. The reactants are: [NH2:1][C:2]1[C:7]([Cl:8])=[CH:6][C:5]([Cl:9])=[CH:4][N:3]=1.Br[CH2:11][C:12]([C:14]1[CH:19]=[CH:18][C:17]([Br:20])=[CH:16][CH:15]=1)=O.